From a dataset of Peptide-MHC class I binding affinity with 185,985 pairs from IEDB/IMGT. Regression. Given a peptide amino acid sequence and an MHC pseudo amino acid sequence, predict their binding affinity value. This is MHC class I binding data. (1) The peptide sequence is EADPTGHSY. The MHC is HLA-A31:01 with pseudo-sequence HLA-A31:01. The binding affinity (normalized) is 0.0847. (2) The peptide sequence is SFNCGGEFF. The MHC is HLA-A24:02 with pseudo-sequence HLA-A24:02. The binding affinity (normalized) is 0.743. (3) The peptide sequence is RQFPTAFER. The MHC is Mamu-B3901 with pseudo-sequence Mamu-B3901. The binding affinity (normalized) is 0.176. (4) The peptide sequence is TRREVHIYY. The MHC is HLA-B58:01 with pseudo-sequence HLA-B58:01. The binding affinity (normalized) is 0.0847. (5) The peptide sequence is FRYNGLIHR. The MHC is Patr-B0101 with pseudo-sequence Patr-B0101. The binding affinity (normalized) is 0. (6) The binding affinity (normalized) is 0.800. The MHC is HLA-B15:17 with pseudo-sequence HLA-B15:17. The peptide sequence is RIYKTIKQY. (7) The peptide sequence is FIIDNFGSV. The binding affinity (normalized) is 0.544. The MHC is HLA-C14:02 with pseudo-sequence HLA-C14:02.